From a dataset of CYP2C19 inhibition data for predicting drug metabolism from PubChem BioAssay. Regression/Classification. Given a drug SMILES string, predict its absorption, distribution, metabolism, or excretion properties. Task type varies by dataset: regression for continuous measurements (e.g., permeability, clearance, half-life) or binary classification for categorical outcomes (e.g., BBB penetration, CYP inhibition). Dataset: cyp2c19_veith. (1) The drug is COc1ccccc1CN1CCCC2(CCN(C(=O)c3cnccn3)CC2)C1. The result is 0 (non-inhibitor). (2) The drug is Cc1ccc2nc(N/N=C/c3ccccc3C#N)nc(-c3ccccc3)c2c1. The result is 1 (inhibitor). (3) The compound is C#C[C@H](N)CCC(=O)O. The result is 0 (non-inhibitor). (4) The molecule is CCOC(=O)c1c(C)[nH]c(C(=O)CSc2nnc(-c3cccs3)n2Cc2ccccc2)c1C. The result is 1 (inhibitor). (5) The drug is CCN1C(=O)[C@H]2CC[C@H]3/C(=N\NC(=O)OCc4ccccc4)C[C@@H](O)[C@@H](O)[C@@H]3[C@@H]2C1=O. The result is 0 (non-inhibitor). (6) The drug is C[C@@]12C=CC(=O)C=C1CC[C@@H]1C2=CC[C@@]2(C)[C@H](C(=O)CN3CCN(c4cc(N5CCCC5)nc(N5CCCC5)n4)CC3)CC[C@H]12. The result is 0 (non-inhibitor).